This data is from Forward reaction prediction with 1.9M reactions from USPTO patents (1976-2016). The task is: Predict the product of the given reaction. (1) Given the reactants [NH2:1][C:2]1[CH:3]=[C:4]([CH3:27])[C:5]([O:8][C:9]2[CH:14]=[C:13]([O:15][CH2:16][CH2:17][O:18][CH3:19])[CH:12]=[CH:11][C:10]=2/[CH:20]=[CH:21]/[C:22]([O:24][CH2:25][CH3:26])=[O:23])=[N:6][CH:7]=1.[C:28](O[C:28]([O:30][C:31]([CH3:34])([CH3:33])[CH3:32])=[O:29])([O:30][C:31]([CH3:34])([CH3:33])[CH3:32])=[O:29], predict the reaction product. The product is: [C:31]([O:30][C:28]([NH:1][C:2]1[CH:3]=[C:4]([CH3:27])[C:5]([O:8][C:9]2[CH:14]=[C:13]([O:15][CH2:16][CH2:17][O:18][CH3:19])[CH:12]=[CH:11][C:10]=2/[CH:20]=[CH:21]/[C:22]([O:24][CH2:25][CH3:26])=[O:23])=[N:6][CH:7]=1)=[O:29])([CH3:34])([CH3:33])[CH3:32]. (2) Given the reactants [I:1][C:2]1[CH:3]=[C:4]([N+:11]([O-])=O)[CH:5]=[C:6]2[C:10]=1[NH:9][CH:8]=[CH:7]2.[Cl-:14].[NH4+], predict the reaction product. The product is: [ClH:14].[I:1][C:2]1[CH:3]=[C:4]([NH2:11])[CH:5]=[C:6]2[C:10]=1[NH:9][CH:8]=[CH:7]2. (3) Given the reactants [CH3:1][C:2]1[CH:3]=[C:4]([NH2:9])[C:5]([NH2:8])=[CH:6][CH:7]=1.[C:10]([O:14][C:15]([N:17]1[CH2:22][CH2:21][C@@H:20]([NH:23][C:24]([C:26]2[CH:35]=[CH:34][C:29]3[O:30][CH2:31][CH2:32][O:33][C:28]=3[CH:27]=2)=[O:25])[CH2:19][C@@H:18]1[C:36](O)=[O:37])=[O:16])([CH3:13])([CH3:12])[CH3:11].F[P-](F)(F)(F)(F)F.N1(O[P+](N(C)C)(N(C)C)N(C)C)C2C=CC=CC=2N=N1.CCN(C(C)C)C(C)C, predict the reaction product. The product is: [NH2:9][C:4]1[CH:3]=[C:2]([CH3:1])[CH:7]=[CH:6][C:5]=1[NH:8][C:36]([C@H:18]1[CH2:19][C@H:20]([NH:23][C:24]([C:26]2[CH:35]=[CH:34][C:29]3[O:30][CH2:31][CH2:32][O:33][C:28]=3[CH:27]=2)=[O:25])[CH2:21][CH2:22][N:17]1[C:15]([O:14][C:10]([CH3:13])([CH3:12])[CH3:11])=[O:16])=[O:37]. (4) Given the reactants C[O:2][C:3]1[CH:4]=[C:5]([C:14]2[C:15]([C:30]([O:32][CH2:33][CH3:34])=[O:31])=[C:16]([C:19]3[C:20]([C:26]([F:29])([F:28])[F:27])=[N+:21]([O-:25])[CH:22]=[CH:23][CH:24]=3)[O:17][CH:18]=2)[CH:6]=[C:7]([N+:11]([O-:13])=[O:12])[C:8]=1[O:9]C.B(Br)(Br)Br, predict the reaction product. The product is: [OH:2][C:3]1[CH:4]=[C:5]([C:14]2[C:15]([C:30]([O:32][CH2:33][CH3:34])=[O:31])=[C:16]([C:19]3[C:20]([C:26]([F:28])([F:29])[F:27])=[N+:21]([O-:25])[CH:22]=[CH:23][CH:24]=3)[O:17][CH:18]=2)[CH:6]=[C:7]([N+:11]([O-:13])=[O:12])[C:8]=1[OH:9].